Dataset: Full USPTO retrosynthesis dataset with 1.9M reactions from patents (1976-2016). Task: Predict the reactants needed to synthesize the given product. (1) Given the product [CH2:1]([O:3][C:4]([C@@:6]1([NH:11][C:12]([C@@H:14]2[CH2:18][C@@H:17]([O:19][C:20]3[C:29]4[C:24](=[CH:25][C:26]([O:30][CH3:31])=[CH:27][CH:28]=4)[N:23]=[C:22]([C:32]4[N:33]=[C:34]([NH:37][CH:38]([CH3:40])[CH3:39])[S:35][CH:36]=4)[CH:21]=3)[CH2:16][C@H:15]2[C:41]([OH:43])=[O:42])=[O:13])[CH2:8][CH:7]1[CH:9]=[CH2:10])=[O:5])[CH3:2], predict the reactants needed to synthesize it. The reactants are: [CH2:1]([O:3][C:4]([C@@:6]1([NH:11][C:12]([C@@H:14]2[CH2:18][C@@H:17]([O:19][C:20]3[C:29]4[C:24](=[CH:25][C:26]([O:30][CH3:31])=[CH:27][CH:28]=4)[N:23]=[C:22]([C:32]4[N:33]=[C:34]([NH:37][CH:38]([CH3:40])[CH3:39])[S:35][CH:36]=4)[CH:21]=3)[CH2:16][C@H:15]2[C:41]([O:43]C(C)(C)C)=[O:42])=[O:13])[CH2:8][CH:7]1[CH:9]=[CH2:10])=[O:5])[CH3:2].C(O)(C(F)(F)F)=O.[SiH](CC)(CC)CC. (2) Given the product [F:32][CH:33]([F:37])[C:34]([NH:1][C@H:2]([CH2:21][F:22])[C@H:3]([OH:4])[C:5]1[CH:10]=[CH:9][C:8]([C:11]2[O:15][N:14]=[C:13]([CH2:16][S:17]([CH3:20])(=[O:18])=[O:19])[CH:12]=2)=[CH:7][CH:6]=1)=[O:35], predict the reactants needed to synthesize it. The reactants are: [NH2:1][C@H:2]([CH2:21][F:22])[C@@H:3]([C:5]1[CH:10]=[CH:9][C:8]([C:11]2[O:15][N:14]=[C:13]([CH2:16][S:17]([CH3:20])(=[O:19])=[O:18])[CH:12]=2)=[CH:7][CH:6]=1)[OH:4].C(N(C(C)C)CC)(C)C.[F:32][CH:33]([F:37])[C:34](Cl)=[O:35].O.